Dataset: PAMPA (Parallel Artificial Membrane Permeability Assay) permeability data from NCATS. Task: Regression/Classification. Given a drug SMILES string, predict its absorption, distribution, metabolism, or excretion properties. Task type varies by dataset: regression for continuous measurements (e.g., permeability, clearance, half-life) or binary classification for categorical outcomes (e.g., BBB penetration, CYP inhibition). Dataset: pampa_ncats. The drug is CCCCNC(=O)CN1CCN(CC1)C2=C(C=C(C=N2)NC(=O)C3=CC=C(C=C3)Cl)C(=O)O. The result is 0 (low-to-moderate permeability).